Dataset: Aqueous solubility values for 9,982 compounds from the AqSolDB database. Task: Regression/Classification. Given a drug SMILES string, predict its absorption, distribution, metabolism, or excretion properties. Task type varies by dataset: regression for continuous measurements (e.g., permeability, clearance, half-life) or binary classification for categorical outcomes (e.g., BBB penetration, CYP inhibition). For this dataset (solubility_aqsoldb), we predict Y. (1) The molecule is O=C(O)CN(CC(=O)O)CC(=O)O. The Y is -0.510 log mol/L. (2) The molecule is CO. The Y is 1.49 log mol/L. (3) The molecule is C[C@@H](Oc1ccc(Cl)cc1Cl)C(=O)O. The Y is -2.60 log mol/L. (4) The compound is O=C1CNC(=O)c2ccccc2N1. The Y is -2.85 log mol/L.